Regression/Classification. Given a drug SMILES string, predict its absorption, distribution, metabolism, or excretion properties. Task type varies by dataset: regression for continuous measurements (e.g., permeability, clearance, half-life) or binary classification for categorical outcomes (e.g., BBB penetration, CYP inhibition). Dataset: rlm. From a dataset of Rat liver microsome stability data. (1) The compound is Fc1ccc(-c2ccccc2N2CCN(CCc3c[nH]c4ccc(F)cc34)CC2)cc1. The result is 1 (stable in rat liver microsomes). (2) The compound is COc1ccc(-c2ccc(C(=O)N[C@@H](Cc3c[nH]c4ccccc34)C(=O)Nc3ccncc3)c(F)c2)cc1F. The result is 0 (unstable in rat liver microsomes).